From a dataset of Full USPTO retrosynthesis dataset with 1.9M reactions from patents (1976-2016). Predict the reactants needed to synthesize the given product. (1) Given the product [F:8][C:9]1[CH:14]=[CH:13][C:12]([C:15]2[O:16][CH:17]=[C:18]([CH2:20][N:21]3[CH2:22][CH2:23][N:24]([C:37]([C:36]4[CH:40]=[CH:41][CH:42]=[C:34]([C:31]5[N:30]=[C:29]([C:28]([F:43])([F:27])[F:44])[O:33][N:32]=5)[CH:35]=4)=[O:38])[CH2:25][CH2:26]3)[N:19]=2)=[CH:11][CH:10]=1, predict the reactants needed to synthesize it. The reactants are: OC(C(F)(F)F)=O.[F:8][C:9]1[CH:14]=[CH:13][C:12]([C:15]2[O:16][CH:17]=[C:18]([CH2:20][N:21]3[CH2:26][CH2:25][NH:24][CH2:23][CH2:22]3)[N:19]=2)=[CH:11][CH:10]=1.[F:27][C:28]([F:44])([F:43])[C:29]1[O:33][N:32]=[C:31]([C:34]2[CH:35]=[C:36]([CH:40]=[CH:41][CH:42]=2)[C:37](O)=[O:38])[N:30]=1. (2) The reactants are: [C:1]([OH:8])(=[O:7])/[CH:2]=[CH:3]/[C:4]([OH:6])=[O:5].[C:9]([C:12]([CH3:44])([CH3:43])[CH2:13][NH:14][C:15](=[O:42])[C@H:16]([CH:39]([CH3:41])[CH3:40])[CH2:17][C@H:18]([OH:38])[C@@H:19]([NH2:37])[CH2:20][N:21]1[CH2:26][C:25](=[O:27])[N:24]([C:28]2[CH:33]=[CH:32][CH:31]=[CH:30][C:29]=2[CH3:34])[CH2:23][C:22]1([CH3:36])[CH3:35])(=[O:11])[NH2:10]. Given the product [C:1]([OH:8])(=[O:7])/[CH:2]=[CH:3]/[C:4]([OH:6])=[O:5].[C:9]([C:12]([CH3:43])([CH3:44])[CH2:13][NH:14][C:15](=[O:42])[C@H:16]([CH:39]([CH3:40])[CH3:41])[CH2:17][C@H:18]([OH:38])[C@@H:19]([NH2:37])[CH2:20][N:21]1[CH2:26][C:25](=[O:27])[N:24]([C:28]2[CH:33]=[CH:32][CH:31]=[CH:30][C:29]=2[CH3:34])[CH2:23][C:22]1([CH3:36])[CH3:35])(=[O:11])[NH2:10], predict the reactants needed to synthesize it. (3) Given the product [C:20]1([C:19](=[N:32][C:2]2[N:7]=[CH:6][C:5]([CH:8]3[CH2:11][N:10]([C:12]([O:14][C:15]([CH3:18])([CH3:17])[CH3:16])=[O:13])[CH2:9]3)=[CH:4][CH:3]=2)[C:26]2[CH:27]=[CH:28][CH:29]=[CH:30][CH:31]=2)[CH:25]=[CH:24][CH:23]=[CH:22][CH:21]=1, predict the reactants needed to synthesize it. The reactants are: Cl[C:2]1[N:7]=[CH:6][C:5]([CH:8]2[CH2:11][N:10]([C:12]([O:14][C:15]([CH3:18])([CH3:17])[CH3:16])=[O:13])[CH2:9]2)=[CH:4][CH:3]=1.[C:19](=[NH:32])([C:26]1[CH:31]=[CH:30][CH:29]=[CH:28][CH:27]=1)[C:20]1[CH:25]=[CH:24][CH:23]=[CH:22][CH:21]=1.CC(C)([O-])C.[Na+].C1(P(C2C=CC=CC=2)C2C=CC3C(=CC=CC=3)C=2C2C3C(=CC=CC=3)C=CC=2P(C2C=CC=CC=2)C2C=CC=CC=2)C=CC=CC=1. (4) Given the product [CH3:24][C:23]([CH3:26])([CH3:25])[C:22]([N:20]([CH3:21])[C:17]1[CH:18]=[CH:19][C:14]([O:13][C:7]2[CH:6]=[C:5]([CH2:4][C:3]([OH:35])=[O:2])[CH:10]=[CH:9][C:8]=2[O:11][CH3:12])=[C:15]([CH2:28][S:29][CH2:30][C:31]([F:33])([F:32])[F:34])[CH:16]=1)=[O:27], predict the reactants needed to synthesize it. The reactants are: C[O:2][C:3](=[O:35])[CH2:4][C:5]1[CH:10]=[CH:9][C:8]([O:11][CH3:12])=[C:7]([O:13][C:14]2[CH:19]=[CH:18][C:17]([N:20]([C:22](=[O:27])[C:23]([CH3:26])([CH3:25])[CH3:24])[CH3:21])=[CH:16][C:15]=2[CH2:28][S:29][CH2:30][C:31]([F:34])([F:33])[F:32])[CH:6]=1.O.CO.[OH-].[Li+]. (5) Given the product [NH2:1][C:2]1[C:9]([NH2:10])=[C:8]([CH3:13])[C:7]2[C:6](=[N:1][C:2]3[C:9]([N:14]=2)=[C:8]([CH3:13])[C:7]([NH2:14])=[CH:6][C:3]=3[C:4]#[N:5])[C:3]=1[C:4]#[N:5], predict the reactants needed to synthesize it. The reactants are: [NH2:1][C:2]1[C:9]([N+:10]([O-])=O)=[C:8]([CH3:13])[C:7]([N+:14]([O-])=O)=[CH:6][C:3]=1[C:4]#[N:5]. (6) The reactants are: [CH3:1][C:2]1[NH:23][C:5]2=[C:6]([C:20]([NH2:22])=[O:21])[N:7]=[CH:8][C:9]([C:10]3[CH:19]=[CH:18][CH:17]=[C:16]4[C:11]=3[CH2:12][CH2:13][NH:14][CH2:15]4)=[C:4]2[C:3]=1[CH3:24].CCN(C(C)C)C(C)C.[C:34](Cl)(=[O:37])[CH:35]=[CH2:36]. Given the product [C:34]([N:14]1[CH2:13][CH2:12][C:11]2[C:16](=[CH:17][CH:18]=[CH:19][C:10]=2[C:9]2[CH:8]=[N:7][C:6]([C:20]([NH2:22])=[O:21])=[C:5]3[NH:23][C:2]([CH3:1])=[C:3]([CH3:24])[C:4]=23)[CH2:15]1)(=[O:37])[CH:35]=[CH2:36], predict the reactants needed to synthesize it. (7) Given the product [OH:16][C:9]([C:10]1[CH:15]=[CH:14][CH:13]=[CH:12][CH:11]=1)([CH2:3][C:4]([O:6][CH2:7][CH3:8])=[O:5])/[CH:17]=[CH:18]/[C:19]([O:21][CH2:22][CH3:23])=[O:20], predict the reactants needed to synthesize it. The reactants are: Br[Zn][CH2:3][C:4]([O:6][CH2:7][CH3:8])=[O:5].[C:9](/[CH:17]=[CH:18]/[C:19]([O:21][CH2:22][CH3:23])=[O:20])(=[O:16])[C:10]1[CH:15]=[CH:14][CH:13]=[CH:12][CH:11]=1.Cl.C(OCC)(=O)C.